This data is from Reaction yield outcomes from USPTO patents with 853,638 reactions. The task is: Predict the reaction yield, written as a fraction of the theoretical maximum amount of product (1.0 means a 100% yield; for example, 0.34 means a 34% yield). (1) The yield is 0.856. The product is [NH2:2][C@@H:3]([C@H:8]([CH3:13])[C@H:9]([CH3:12])[CH2:10][CH3:11])[CH2:4][C:5]([OH:7])=[O:6]. The catalyst is CO. The reactants are Cl.[NH2:2][C@@H:3]([C@H:8]([CH3:13])[C@H:9]([CH3:12])[CH2:10][CH3:11])[CH2:4][C:5]([OH:7])=[O:6].C(N(CC)CC)C. (2) The reactants are [F:1][C:2]1[CH:10]=[C:9]2[C:5]([C:6]([C:12]3[N:17]=[C:16]4[C:18]([C:21]([OH:23])=O)=[CH:19][NH:20][C:15]4=[N:14][CH:13]=3)=[N:7][N:8]2[CH3:11])=[CH:4][CH:3]=1.[NH2:24][C:25]1([CH2:28][OH:29])[CH2:27][CH2:26]1.CN(C(ON1N=NC2C=CC=NC1=2)=[N+](C)C)C.F[P-](F)(F)(F)(F)F.CCN(C(C)C)C(C)C. The catalyst is CN(C=O)C. The product is [F:1][C:2]1[CH:10]=[C:9]2[C:5]([C:6]([C:12]3[N:17]=[C:16]4[C:18]([C:21]([NH:24][C:25]5([CH2:28][OH:29])[CH2:27][CH2:26]5)=[O:23])=[CH:19][NH:20][C:15]4=[N:14][CH:13]=3)=[N:7][N:8]2[CH3:11])=[CH:4][CH:3]=1. The yield is 0.0500. (3) The reactants are Cl[C:2]1[C:11]2[C:6](=[CH:7][C:8]([O:14][CH3:15])=[C:9]([O:12][CH3:13])[CH:10]=2)[N:5]=[CH:4][CH:3]=1.[NH2:16][C:17]1[CH:22]=[CH:21][C:20]([OH:23])=[CH:19][CH:18]=1.C(=O)([O-])[O-].[Cs+].[Cs+].O. The catalyst is CS(C)=O. The product is [CH3:13][O:12][C:9]1[CH:10]=[C:11]2[C:6](=[CH:7][C:8]=1[O:14][CH3:15])[N:5]=[CH:4][CH:3]=[C:2]2[O:23][C:20]1[CH:21]=[CH:22][C:17]([NH2:16])=[CH:18][CH:19]=1. The yield is 0.610. (4) The reactants are [CH2:1]([C:8]1([O:18][CH3:19])[CH2:17][CH2:16][C:11]2(OCC[O:12]2)[CH2:10][CH2:9]1)[C:2]1[CH:7]=[CH:6][CH:5]=[CH:4][CH:3]=1.O.O.C1(C)C=CC(S(O)(=O)=O)=CC=1. The catalyst is CC(C)=O. The product is [CH2:1]([C:8]1([O:18][CH3:19])[CH2:9][CH2:10][C:11](=[O:12])[CH2:16][CH2:17]1)[C:2]1[CH:7]=[CH:6][CH:5]=[CH:4][CH:3]=1. The yield is 0.950. (5) The reactants are Cl[C:2]1[N:7]=[C:6]([NH:8][C:9]2[CH:14]=[CH:13][CH:12]=[C:11]([C:15]#[N:16])[CH:10]=2)[C:5]([F:17])=[CH:4][N:3]=1.[NH2:18][C:19]1[CH:20]=[C:21]([OH:25])[CH:22]=[CH:23][CH:24]=1. No catalyst specified. The product is [C:15]([C:11]1[CH:10]=[C:9]([NH:8][C:6]2[C:5]([F:17])=[CH:4][N:3]=[C:2]([NH:18][C:19]3[CH:24]=[CH:23][CH:22]=[C:21]([OH:25])[CH:20]=3)[N:7]=2)[CH:14]=[CH:13][CH:12]=1)#[N:16]. The yield is 0.620. (6) The reactants are [CH3:1][O:2][C:3]1[CH:25]=[CH:24][C:6]([CH2:7][N:8]2[CH:16]=[N:15][C:14]3[C:9]2=[N:10][CH:11]=[N:12][C:13]=3[C:17]2[C:18](F)=[N:19][CH:20]=[CH:21][CH:22]=2)=[CH:5][CH:4]=1.[OH:26][C:27]1[C:36]([CH3:37])=[CH:35][CH:34]=[C:33]2[C:28]=1[CH:29]=[CH:30][NH:31][C:32]2=[O:38].C(=O)([O-])[O-].[Cs+].[Cs+]. The catalyst is CN1C(=O)CCC1. The product is [CH3:1][O:2][C:3]1[CH:25]=[CH:24][C:6]([CH2:7][N:8]2[CH:16]=[N:15][C:14]3[C:9]2=[N:10][CH:11]=[N:12][C:13]=3[C:17]2[C:18]([O:26][C:27]3[C:36]([CH3:37])=[CH:35][CH:34]=[C:33]4[C:28]=3[CH:29]=[CH:30][NH:31][C:32]4=[O:38])=[N:19][CH:20]=[CH:21][CH:22]=2)=[CH:5][CH:4]=1. The yield is 0.510.